Dataset: Reaction yield outcomes from USPTO patents with 853,638 reactions. Task: Predict the reaction yield, written as a fraction of the theoretical maximum amount of product (1.0 means a 100% yield; for example, 0.34 means a 34% yield). (1) The reactants are [N:1]1([C:6]2[CH:11]=[CH:10][C:9]([PH:12](=O)[C:13]3[CH:18]=[CH:17][C:16]([N:19]4[CH2:23][CH2:22][CH2:21][CH2:20]4)=[CH:15][CH:14]=3)=[CH:8][CH:7]=2)[CH2:5][CH2:4][CH2:3][CH2:2]1.[BH3:25].O1CCCC1. The catalyst is O1CCCC1. The product is [N:1]1([C:6]2[CH:7]=[CH:8][C:9]([PH:12][C:13]3[CH:18]=[CH:17][C:16]([N:19]4[CH2:20][CH2:21][CH2:22][CH2:23]4)=[CH:15][CH:14]=3)=[CH:10][CH:11]=2)[CH2:5][CH2:4][CH2:3][CH2:2]1.[BH3:25]. The yield is 0.270. (2) The reactants are [OH:1][CH2:2]/[CH:3]=[C:4](/[CH2:6][CH2:7]/[CH:8]=[C:9](/[CH2:11][CH2:12][CH:13]=[C:14]([CH3:16])[CH3:15])\[CH3:10])\[CH3:5].[OH2:17].N1[CH:23]=[CH:22]C=CC=1. No catalyst specified. The product is [C:22]([O:1][CH2:2]/[CH:3]=[C:4](/[CH2:6][CH2:7]/[CH:8]=[C:9](/[CH2:11][CH2:12][CH:13]=[C:14]([CH3:16])[CH3:15])\[CH3:10])\[CH3:5])(=[O:17])[CH3:23]. The yield is 0.950.